Dataset: Full USPTO retrosynthesis dataset with 1.9M reactions from patents (1976-2016). Task: Predict the reactants needed to synthesize the given product. (1) Given the product [Cl:1][C:2]1[CH:3]=[C:4]([O:26][CH3:27])[C:5]2[CH2:16][CH:15]=[CH:14][CH2:13][CH2:12][C:11]3[CH:17]=[C:18]([CH3:23])[NH:19][C:20](=[O:21])[C:10]=3[CH2:9][NH:8][C:7](=[O:24])[C:6]=2[CH:25]=1, predict the reactants needed to synthesize it. The reactants are: [Cl:1][C:2]1[CH:3]=[C:4]([O:26][CH3:27])[C:5]2[CH2:16][CH:15]=[CH:14][CH2:13][CH2:12][C:11]3[CH:17]=[C:18]([CH3:23])[N:19]=[C:20]([O:21]C)[C:10]=3[CH2:9][NH:8][C:7](=[O:24])[C:6]=2[CH:25]=1.Cl. (2) Given the product [CH2:8]=[O:11].[C:13]1([OH:12])[CH:18]=[CH:17][CH:16]=[CH:15][CH:14]=1, predict the reactants needed to synthesize it. The reactants are: C(C1C=C[C:8]([OH:11])=CC=1)(C)(C)C.[OH:12][C:13]1[CH:18]=[CH:17][C:16](C([C:16]2[CH:17]=[CH:18][C:13]([OH:12])=[CH:14][CH:15]=2)(C)C)=[CH:15][CH:14]=1.C=O.[OH-].[Na+]. (3) Given the product [CH3:5][O:4][N:3]([CH3:2])[C:7](=[O:13])[C:8]([O:10][CH2:11][CH3:12])=[O:9], predict the reactants needed to synthesize it. The reactants are: Cl.[CH3:2][NH:3][O:4][CH3:5].Cl[C:7](=[O:13])[C:8]([O:10][CH2:11][CH3:12])=[O:9].C(N(CC)CC)C.